This data is from Full USPTO retrosynthesis dataset with 1.9M reactions from patents (1976-2016). The task is: Predict the reactants needed to synthesize the given product. Given the product [C:9]([NH:17][CH:18]([CH2:24][C:25]1[CH:26]=[CH:27][C:28]([C:31]#[N:32])=[CH:29][CH:30]=1)[C:19]([O:21][CH2:22][CH3:23])=[O:20])([O:11][C:12]([CH3:13])([CH3:14])[CH3:15])=[O:10], predict the reactants needed to synthesize it. The reactants are: [CH3:13][C:12]([O:11][C:9](O[C:9]([O:11][C:12]([CH3:15])([CH3:14])[CH3:13])=[O:10])=[O:10])([CH3:15])[CH3:14].Cl.[NH2:17][CH:18]([CH2:24][C:25]1[CH:30]=[CH:29][C:28]([C:31]#[N:32])=[CH:27][CH:26]=1)[C:19]([O:21][CH2:22][CH3:23])=[O:20].CCN(CC)CC.